From a dataset of Forward reaction prediction with 1.9M reactions from USPTO patents (1976-2016). Predict the product of the given reaction. (1) Given the reactants [N+:1]([C:4]1[CH:8]=[CH:7][S:6][C:5]=1[C:9]([NH2:11])=O)([O-:3])=[O:2].C(N(CC)CC)C.FC(F)(F)C(OC(=O)C(F)(F)F)=O, predict the reaction product. The product is: [C:9]([C:5]1[S:6][CH:7]=[CH:8][C:4]=1[N+:1]([O-:3])=[O:2])#[N:11]. (2) Given the reactants FC(F)(F)S(O[C:7]1[CH:12]=[C:11]([CH3:13])[N:10]=[C:9]2[N:14]([C:17]3[CH:22]=[CH:21][C:20]([O:23][CH3:24])=[CH:19][C:18]=3[CH3:25])[CH2:15][CH2:16][C:8]=12)(=O)=O.CS(O)(=O)=O.[Br-:33].[Na+], predict the reaction product. The product is: [Br:33][CH:16]1[C:8]2[C:9](=[N:10][C:11]([CH3:13])=[CH:12][CH:7]=2)[N:14]([C:17]2[CH:22]=[CH:21][C:20]([O:23][CH3:24])=[CH:19][C:18]=2[CH3:25])[CH2:15]1.